This data is from Reaction yield outcomes from USPTO patents with 853,638 reactions. The task is: Predict the reaction yield, written as a fraction of the theoretical maximum amount of product (1.0 means a 100% yield; for example, 0.34 means a 34% yield). (1) The product is [NH2:52][C:48]1[N:47]=[CH:46][N:45]=[C:44]2[C:49]=1[N:50]=[CH:51][N:43]2[C@H:35]1[C@H:36]([OH:37])[C@H:40]([OH:39])[C@@H:33]([CH2:32][NH:14][CH2:15][CH2:16][CH2:17][NH:18][C:19]2[NH:23][C:22]3[CH:24]=[CH:25][C:26]([C:28]([CH3:31])([CH3:30])[CH3:29])=[CH:27][C:21]=3[N:20]=2)[O:34]1. The reactants are C(O)(C(F)(F)F)=O.C(OC(=O)[N:14]([CH2:32][C@@H:33]1[C@@H:40]2[C@@H:36]([O:37]C(C)(C)[O:39]2)[C@H:35]([N:43]2[CH:51]=[N:50][C:49]3[C:44]2=[N:45][CH:46]=[N:47][C:48]=3[NH2:52])[O:34]1)[CH2:15][CH2:16][CH2:17][NH:18][C:19]1[NH:23][C:22]2[CH:24]=[CH:25][C:26]([C:28]([CH3:31])([CH3:30])[CH3:29])=[CH:27][C:21]=2[N:20]=1)(C)(C)C. The yield is 0.510. The catalyst is O. (2) The reactants are [CH:1]1([C:4]2[C:5]([O:13][CH2:14][C:15]([F:18])([F:17])[F:16])=[CH:6][C:7]([C:10]([OH:12])=O)=[N:8][CH:9]=2)[CH2:3][CH2:2]1.C(N(CC)CC)C.CN(C(ON1N=NC2C=CC=CC1=2)=[N+](C)C)C.[B-](F)(F)(F)F.[CH2:48]([O:55][CH2:56][C:57]([C:60]1[N:64]=[C:63]([CH3:65])[O:62][N:61]=1)([NH2:59])[CH3:58])[C:49]1[CH:54]=[CH:53][CH:52]=[CH:51][CH:50]=1. The catalyst is CN(C=O)C. The product is [CH:1]1([C:4]2[C:5]([O:13][CH2:14][C:15]([F:18])([F:17])[F:16])=[CH:6][C:7]([C:10]([NH:59][C:57]([C:60]3[N:64]=[C:63]([CH3:65])[O:62][N:61]=3)([CH3:58])[CH2:56][O:55][CH2:48][C:49]3[CH:54]=[CH:53][CH:52]=[CH:51][CH:50]=3)=[O:12])=[N:8][CH:9]=2)[CH2:2][CH2:3]1. The yield is 0.740. (3) The reactants are [F:1][C:2]([F:22])([F:21])[C:3]1([O:16][Si](C)(C)C)[CH2:8][CH2:7][N:6]([C:9]([O:11][C:12]([CH3:15])([CH3:14])[CH3:13])=[O:10])[CH2:5][CH2:4]1.C(=O)([O-])[O-].[K+].[K+]. The catalyst is CO. The product is [OH:16][C:3]1([C:2]([F:22])([F:1])[F:21])[CH2:4][CH2:5][N:6]([C:9]([O:11][C:12]([CH3:15])([CH3:13])[CH3:14])=[O:10])[CH2:7][CH2:8]1. The yield is 0.140. (4) The reactants are [OH:1][CH2:2][CH2:3][C:4]1[O:5][C:6]2[CH:12]=[CH:11][C:10]([C:13]3[CH:20]=[CH:19][C:16]([C:17]#[N:18])=[CH:15][CH:14]=3)=[CH:9][C:7]=2[CH:8]=1.C(N(CC)CC)C.[CH3:28][S:29](Cl)(=[O:31])=[O:30]. The catalyst is ClCCl. The product is [CH3:28][S:29]([O:1][CH2:2][CH2:3][C:4]1[O:5][C:6]2[CH:12]=[CH:11][C:10]([C:13]3[CH:20]=[CH:19][C:16]([C:17]#[N:18])=[CH:15][CH:14]=3)=[CH:9][C:7]=2[CH:8]=1)(=[O:31])=[O:30]. The yield is 0.890. (5) The reactants are [Cl:1][C:2]1[CH:3]=[C:4]2[C:9](=[CH:10][C:11]=1[O:12][C:13]1[CH:18]=[CH:17][C:16]([C:19](=[O:30])[NH:20][CH2:21][C:22]3[CH:27]=[CH:26][C:25]([Cl:28])=[C:24]([Cl:29])[CH:23]=3)=[CH:15][CH:14]=1)[O:8][CH2:7][CH2:6][CH:5]2[C:31]([O:33]CC)=[O:32].[OH-].[Na+].C1COCC1.Cl. The catalyst is C(OCC)(=O)C.C(O)C. The product is [Cl:1][C:2]1[CH:3]=[C:4]2[C:9](=[CH:10][C:11]=1[O:12][C:13]1[CH:18]=[CH:17][C:16]([C:19](=[O:30])[NH:20][CH2:21][C:22]3[CH:27]=[CH:26][C:25]([Cl:28])=[C:24]([Cl:29])[CH:23]=3)=[CH:15][CH:14]=1)[O:8][CH2:7][CH2:6][CH:5]2[C:31]([OH:33])=[O:32]. The yield is 0.756. (6) The reactants are [CH2:1]([O:3][P:4]([N:9]1[CH2:22][CH2:21][CH2:20][N:19](P(OCC)(OCC)=O)[CH2:18][CH2:17][N:16](P(OCC)(OCC)=O)[CH2:15][CH2:14][CH2:13][NH:12][CH2:11][CH2:10]1)([O:6][CH2:7][CH3:8])=[O:5])[CH3:2].C([O-])([O-])=O.[K+].[K+].BrCC1C=CC(CBr)=CC=1. The catalyst is CC#N. The product is [CH2:7]([O:6][P:4]([N:9]1[CH2:22][CH2:21][CH2:20][NH:19][CH2:18][CH2:17][NH:16][CH2:15][CH2:14][CH2:13][NH:12][CH2:11][CH2:10]1)([O:3][CH2:1][CH3:2])=[O:5])[CH3:8]. The yield is 0.590. (7) The reactants are [C:1]([O:5][C:6](=[O:33])[NH:7][C@:8]([CH3:32])([C:11]1[CH:20]=[CH:19][C:18]2[C:13](=[CH:14][CH:15]=[C:16]([O:21][C@H:22]3[CH2:27][CH2:26][C@H:25]([C:28]([F:31])([F:30])[F:29])[CH2:24][CH2:23]3)[CH:17]=2)[CH:12]=1)[CH2:9][OH:10])([CH3:4])([CH3:3])[CH3:2].N[C@@](C1C=CC2C(=CC=C(O[C@H]3CC[C@H]([C:49]([F:52])([F:51])[F:50])CC3)C=2[C:49]([F:52])([F:51])[F:50])C=1)(C)CO. No catalyst specified. The product is [C:1]([O:5][C:6](=[O:33])[NH:7][C@:8]([CH3:32])([C:11]1[CH:20]=[CH:19][C:18]2[C:13](=[CH:14][CH:15]=[C:16]([O:21][C@H:22]3[CH2:23][CH2:24][C@H:25]([C:28]([F:30])([F:31])[F:29])[CH2:26][CH2:27]3)[C:17]=2[C:49]([F:52])([F:51])[F:50])[CH:12]=1)[CH2:9][OH:10])([CH3:4])([CH3:2])[CH3:3]. The yield is 0.990.